From a dataset of M1 muscarinic receptor antagonist screen with 61,756 compounds. Binary Classification. Given a drug SMILES string, predict its activity (active/inactive) in a high-throughput screening assay against a specified biological target. (1) The compound is Fc1c(N2CCN(CC2)C(=O)c2occc2)ccc(c1)C(=O)C. The result is 0 (inactive). (2) The compound is O(c1c(Nc2n3nc(nc3nc(c2)C)C)cccc1)CC. The result is 0 (inactive).